From a dataset of Reaction yield outcomes from USPTO patents with 853,638 reactions. Predict the reaction yield, written as a fraction of the theoretical maximum amount of product (1.0 means a 100% yield; for example, 0.34 means a 34% yield). (1) The reactants are [OH:1][C:2]1[C:9](O)=[CH:8][CH:7]=[CH:6][C:3]=1[CH:4]=[O:5].[H-].[Na+].[Cl:13][C:14]1[CH:21]=[CH:20][C:17]([CH2:18]Br)=[CH:16][CH:15]=1.CN(C)[CH:24]=[O:25]. The catalyst is O1CCCC1. The product is [Cl:13][C:14]1[CH:21]=[CH:20][C:17]([CH2:18][O:1][C:2]2[C:9]([O:25][CH2:24][C:17]3[CH:20]=[CH:21][C:14]([Cl:13])=[CH:15][CH:16]=3)=[CH:8][CH:7]=[CH:6][C:3]=2[CH:4]=[O:5])=[CH:16][CH:15]=1. The yield is 0.460. (2) The reactants are [NH2:1][C:2]1[CH:10]=[C:9]2[C:5]([CH2:6][CH2:7][C:8]2=[O:11])=[CH:4][CH:3]=1.C(=O)([O-])[O-].[Ca+2].[I:17]Cl.S([O-])([O-])(=O)=S.[Na+].[Na+]. The catalyst is CO.O. The product is [NH2:1][C:2]1[C:10]([I:17])=[C:9]2[C:5]([CH2:6][CH2:7][C:8]2=[O:11])=[CH:4][CH:3]=1. The yield is 0.860. (3) The reactants are [CH3:1][C:2]1[C:3](=[O:14])[C:4]([CH3:13])([C:9]([F:12])([F:11])[F:10])[CH2:5][C:6](=[O:8])[CH:7]=1.C(OC)(OC)[O:16]C.O.[C:23]1(C)C=C[CH:26]=[CH:25][CH:24]=1. The catalyst is CC(O)C(O)C.C1(C)C=CC(S(O)(=O)=O)=CC=1. The product is [CH3:23][CH:24]1[CH:25]([CH3:26])[O:16][C:6]2([CH2:5][C:4]([CH3:13])([C:9]([F:10])([F:11])[F:12])[C:3](=[O:14])[C:2]([CH3:1])=[CH:7]2)[O:8]1. The yield is 0.980. (4) The reactants are [C:1]1([C:6]2[C:16]3[O:15][CH2:14][CH2:13][N:12]([C:17]([O:19][C:20]([CH3:23])([CH3:22])[CH3:21])=[O:18])[CH2:11][C:10]=3[CH:9]=[CH:8][CH:7]=2)[CH2:5][CH2:4][CH2:3][CH:2]=1. The catalyst is [Pd].CO. The product is [CH:1]1([C:6]2[C:16]3[O:15][CH2:14][CH2:13][N:12]([C:17]([O:19][C:20]([CH3:23])([CH3:22])[CH3:21])=[O:18])[CH2:11][C:10]=3[CH:9]=[CH:8][CH:7]=2)[CH2:2][CH2:3][CH2:4][CH2:5]1. The yield is 0.922.